Dataset: Full USPTO retrosynthesis dataset with 1.9M reactions from patents (1976-2016). Task: Predict the reactants needed to synthesize the given product. (1) Given the product [CH3:45][O:44][C:41]1[CH:40]=[CH:39][C:38]([C:31]([NH:14][C:10]2[CH2:11][O:12][CH2:13][C:8]([C:4]3[CH:5]=[CH:6][CH:7]=[C:2]([Br:1])[CH:3]=3)([CH3:15])[N:9]=2)([C:28]2[CH:27]=[CH:26][C:25]([O:24][CH3:23])=[CH:30][CH:29]=2)[C:32]2[CH:37]=[CH:36][CH:35]=[CH:34][CH:33]=2)=[CH:43][CH:42]=1, predict the reactants needed to synthesize it. The reactants are: [Br:1][C:2]1[CH:3]=[C:4]([C:8]2([CH3:15])[CH2:13][O:12][CH2:11][C:10]([NH2:14])=[N:9]2)[CH:5]=[CH:6][CH:7]=1.C(N(CC)CC)C.[CH3:23][O:24][C:25]1[CH:30]=[CH:29][C:28]([C:31](Cl)([C:38]2[CH:43]=[CH:42][C:41]([O:44][CH3:45])=[CH:40][CH:39]=2)[C:32]2[CH:37]=[CH:36][CH:35]=[CH:34][CH:33]=2)=[CH:27][CH:26]=1.O. (2) Given the product [F:7][C:8]1[CH:13]=[CH:12][C:11]([NH:14][C:15]([N:17]2[CH2:18][CH2:19][N:20]([C:23](=[O:32])[C:24]3[CH:29]=[CH:28][CH:27]=[CH:26][C:25]=3[C:30](=[O:2])[NH2:31])[CH2:21][CH2:22]2)=[O:16])=[CH:10][CH:9]=1, predict the reactants needed to synthesize it. The reactants are: Cl.[OH:2]S(O)(=O)=O.[F:7][C:8]1[CH:13]=[CH:12][C:11]([NH:14][C:15]([N:17]2[CH2:22][CH2:21][N:20]([C:23](=[O:32])[C:24]3[CH:29]=[CH:28][CH:27]=[CH:26][C:25]=3[C:30]#[N:31])[CH2:19][CH2:18]2)=[O:16])=[CH:10][CH:9]=1.